From a dataset of Forward reaction prediction with 1.9M reactions from USPTO patents (1976-2016). Predict the product of the given reaction. (1) Given the reactants C[O:2][C:3]1[CH:4]=[C:5]([C:14]2[CH:18]=[C:17]([C:19]3[C:20]([C:26]([F:29])([F:28])[F:27])=[N+:21]([O-:25])[CH:22]=[CH:23][CH:24]=3)[O:16][N:15]=2)[CH:6]=[C:7]([N+:11]([O-:13])=[O:12])[C:8]=1[O:9]C.B(Br)(Br)Br, predict the reaction product. The product is: [OH:2][C:3]1[CH:4]=[C:5]([C:14]2[CH:18]=[C:17]([C:19]3[C:20]([C:26]([F:27])([F:29])[F:28])=[N+:21]([O-:25])[CH:22]=[CH:23][CH:24]=3)[O:16][N:15]=2)[CH:6]=[C:7]([N+:11]([O-:13])=[O:12])[C:8]=1[OH:9]. (2) Given the reactants Cl[C:2]1[C:7]([CH3:8])=[C:6]([C:9]2[CH:14]=[CH:13][C:12]([CH3:15])=[CH:11][CH:10]=2)[N:5]=[CH:4][N:3]=1.[CH2:16]([N:20]([CH2:36][C:37]1[CH:49]=[CH:48][C:40]([O:41][CH2:42][C:43]([O:45][CH2:46][CH3:47])=[O:44])=[C:39]([CH3:50])[CH:38]=1)C1C(C)=C(C2C=CC(OC)=CC=2)N=CN=1)[CH2:17][CH2:18][CH3:19], predict the reaction product. The product is: [CH2:16]([N:20]([CH2:36][C:37]1[CH:49]=[CH:48][C:40]([O:41][CH2:42][C:43]([O:45][CH2:46][CH3:47])=[O:44])=[C:39]([CH3:50])[CH:38]=1)[C:2]1[C:7]([CH3:8])=[C:6]([C:9]2[CH:14]=[CH:13][C:12]([CH3:15])=[CH:11][CH:10]=2)[N:5]=[CH:4][N:3]=1)[CH2:17][CH2:18][CH3:19]. (3) Given the reactants [CH3:1][C:2]1[C:6]([C:7]2[CH:19]=[C:18]([C:20]([NH2:22])=[O:21])[C:17]3[C:16]4[C:11](=[CH:12][C:13]([C:23]([OH:26])([CH3:25])[CH3:24])=[CH:14][CH:15]=4)[NH:10][C:9]=3[CH:8]=2)=[C:5]([CH3:27])[O:4][N:3]=1.CC1C=CC(S(O[CH2:39][C@@:40]2([F:47])[CH2:45][C@H:44]3[O:46][C@@H:41]2[CH2:42][CH2:43]3)(=O)=O)=CC=1.C([O-])([O-])=O.[Cs+].[Cs+], predict the reaction product. The product is: [CH3:27][C:5]1[O:4][N:3]=[C:2]([CH3:1])[C:6]=1[C:7]1[CH:19]=[C:18]([C:20]([NH2:22])=[O:21])[C:17]2[C:16]3[C:11](=[CH:12][C:13]([C:23]([OH:26])([CH3:24])[CH3:25])=[CH:14][CH:15]=3)[N:10]([CH2:39][C@@:40]3([F:47])[CH2:45][C@H:44]4[O:46][C@@H:41]3[CH2:42][CH2:43]4)[C:9]=2[CH:8]=1. (4) Given the reactants [N:1]1([C:6]2[CH:25]=[CH:24][C:9]([CH2:10][C:11]3[C:12]([Cl:23])=[N:13][C:14]4[C:19]([C:20]=3[Cl:21])=[CH:18][C:17](Br)=[CH:16][CH:15]=4)=[CH:8][CH:7]=2)[CH:5]=[CH:4][CH:3]=[N:2]1.[Li]CCCC.[CH3:31][C:32]1[C:37]([C:38]([C:40]2[N:44]([CH3:45])[N:43]=[N:42][CH:41]=2)=[O:39])=[CH:36][CH:35]=[C:34]([CH3:46])[N:33]=1, predict the reaction product. The product is: [N:1]1([C:6]2[CH:25]=[CH:24][C:9]([CH2:10][C:11]3[C:12]([Cl:23])=[N:13][C:14]4[C:19]([C:20]=3[Cl:21])=[CH:18][C:17]([C:38]([C:37]3[C:32]([CH3:31])=[N:33][C:34]([CH3:46])=[CH:35][CH:36]=3)([C:40]3[N:44]([CH3:45])[N:43]=[N:42][CH:41]=3)[OH:39])=[CH:16][CH:15]=4)=[CH:8][CH:7]=2)[CH:5]=[CH:4][CH:3]=[N:2]1. (5) Given the reactants [CH3:1][C:2]1[O:6][N:5]=[C:4]([C:7]2[CH:12]=[CH:11][CH:10]=[CH:9][CH:8]=2)[C:3]=1[CH2:13][O:14][C:15]1[CH:23]=[CH:22][C:18]([C:19]([OH:21])=O)=[CH:17][N:16]=1.[NH:24]1[CH2:29][CH2:28][CH2:27][CH2:26][CH2:25]1, predict the reaction product. The product is: [CH3:1][C:2]1[O:6][N:5]=[C:4]([C:7]2[CH:8]=[CH:9][CH:10]=[CH:11][CH:12]=2)[C:3]=1[CH2:13][O:14][C:15]1[N:16]=[CH:17][C:18]([C:19]([N:24]2[CH2:29][CH2:28][CH2:27][CH2:26][CH2:25]2)=[O:21])=[CH:22][CH:23]=1.